Dataset: Merck oncology drug combination screen with 23,052 pairs across 39 cell lines. Task: Regression. Given two drug SMILES strings and cell line genomic features, predict the synergy score measuring deviation from expected non-interaction effect. (1) Drug 1: O=c1[nH]cc(F)c(=O)[nH]1. Drug 2: Cn1cc(-c2cnn3c(N)c(Br)c(C4CCCNC4)nc23)cn1. Cell line: SW620. Synergy scores: synergy=9.55. (2) Drug 1: NC1(c2ccc(-c3nc4ccn5c(=O)[nH]nc5c4cc3-c3ccccc3)cc2)CCC1. Drug 2: CC(C)CC(NC(=O)C(Cc1ccccc1)NC(=O)c1cnccn1)B(O)O. Cell line: OCUBM. Synergy scores: synergy=-15.5. (3) Drug 1: COc1cc(C2c3cc4c(cc3C(OC3OC5COC(C)OC5C(O)C3O)C3COC(=O)C23)OCO4)cc(OC)c1O. Drug 2: NC(=O)c1cccc2cn(-c3ccc(C4CCCNC4)cc3)nc12. Cell line: A2780. Synergy scores: synergy=8.88. (4) Drug 1: N#Cc1ccc(Cn2cncc2CN2CCN(c3cccc(Cl)c3)C(=O)C2)cc1. Drug 2: NC1(c2ccc(-c3nc4ccn5c(=O)[nH]nc5c4cc3-c3ccccc3)cc2)CCC1. Cell line: ZR751. Synergy scores: synergy=24.4. (5) Drug 1: CCN(CC)CCNC(=O)c1c(C)[nH]c(C=C2C(=O)Nc3ccc(F)cc32)c1C. Drug 2: CC(C)CC(NC(=O)C(Cc1ccccc1)NC(=O)c1cnccn1)B(O)O. Cell line: KPL1. Synergy scores: synergy=7.07. (6) Drug 1: COC12C(COC(N)=O)C3=C(C(=O)C(C)=C(N)C3=O)N1CC1NC12. Drug 2: Cn1cc(-c2cnn3c(N)c(Br)c(C4CCCNC4)nc23)cn1. Cell line: DLD1. Synergy scores: synergy=9.54.